From a dataset of Full USPTO retrosynthesis dataset with 1.9M reactions from patents (1976-2016). Predict the reactants needed to synthesize the given product. (1) The reactants are: [Br:1][C:2]1[S:3][C:4]([N:12]([C@H:15]2[CH2:20][CH2:19][C@H:18]([N:21]([CH3:23])[CH3:22])[CH2:17][CH2:16]2)[CH2:13][CH3:14])=[C:5]([CH3:11])[C:6]=1[C:7]([O:9]C)=[O:8].[OH-].[Na+].Cl. Given the product [Br:1][C:2]1[S:3][C:4]([N:12]([C@H:15]2[CH2:16][CH2:17][C@H:18]([N:21]([CH3:23])[CH3:22])[CH2:19][CH2:20]2)[CH2:13][CH3:14])=[C:5]([CH3:11])[C:6]=1[C:7]([OH:9])=[O:8], predict the reactants needed to synthesize it. (2) Given the product [N:1]1([C:10]2[N:18]=[C:17]([N:24]3[CH2:28][CH2:27][CH2:26][C@H:25]3[CH2:29][OH:30])[N:16]=[C:15]3[C:11]=2[N:12]=[CH:13][NH:14]3)[C:5]2[CH:6]=[CH:7][CH:8]=[CH:9][C:4]=2[N:3]=[CH:2]1, predict the reactants needed to synthesize it. The reactants are: [N:1]1([C:10]2[N:18]=[C:17](Cl)[N:16]=[C:15]3[C:11]=2[N:12]=[CH:13][NH:14]3)[C:5]2[CH:6]=[CH:7][CH:8]=[CH:9][C:4]=2[N:3]=[CH:2]1.CS(C)=O.[NH:24]1[CH2:28][CH2:27][CH2:26][C@H:25]1[CH2:29][OH:30].